From a dataset of Forward reaction prediction with 1.9M reactions from USPTO patents (1976-2016). Predict the product of the given reaction. (1) Given the reactants [Br-].[F:2][C:3]1[CH:28]=[CH:27][C:6]([CH2:7][P+](C2C=CC=CC=2)(C2C=CC=CC=2)C2C=CC=CC=2)=[CH:5][C:4]=1[O:29][CH3:30].[CH2:31]=O, predict the reaction product. The product is: [F:2][C:3]1[CH:28]=[CH:27][C:6]([CH:7]=[CH2:31])=[CH:5][C:4]=1[O:29][CH3:30]. (2) Given the reactants [N:1]1([C:12](=[O:13])[C:11]2[NH:10][CH:9]=[N:8][C:7]=2[N:5]([CH3:6])[C:3]1=[O:4])[CH3:2].[Br:14][CH:15](Br)[CH3:16].[OH-].[Na+], predict the reaction product. The product is: [Br:14][CH2:15][CH2:16][N:10]1[C:11]2[C:12](=[O:13])[N:1]([CH3:2])[C:3](=[O:4])[N:5]([CH3:6])[C:7]=2[N:8]=[CH:9]1. (3) Given the reactants [Cl:1][C:2]1[C:9]([O:10][CH3:11])=[CH:8][CH:7]=[C:6]([Cl:12])[C:3]=1[CH:4]=[O:5].[BH4-].[Na+], predict the reaction product. The product is: [Cl:1][C:2]1[C:9]([O:10][CH3:11])=[CH:8][CH:7]=[C:6]([Cl:12])[C:3]=1[CH2:4][OH:5]. (4) Given the reactants [Br:1][C:2]1[C:3]([CH2:15]Br)=[C:4]([C:10]([O:13][CH3:14])=[CH:11][CH:12]=1)[C:5]([O:7]CC)=O.[CH3:17][N:18]1[CH:22]=[C:21]([C:23]2[CH:28]=[CH:27][C:26]([CH2:29][NH2:30])=[CH:25][CH:24]=2)[CH:20]=[N:19]1.C(=O)([O-])[O-].[K+].[K+].O, predict the reaction product. The product is: [Br:1][C:2]1[CH:12]=[CH:11][C:10]([O:13][CH3:14])=[C:4]2[C:3]=1[CH2:15][N:30]([CH2:29][C:26]1[CH:25]=[CH:24][C:23]([C:21]3[CH:20]=[N:19][N:18]([CH3:17])[CH:22]=3)=[CH:28][CH:27]=1)[C:5]2=[O:7]. (5) Given the reactants [Mg].Br[CH:3]1[CH2:6][CH2:5][CH2:4]1.[F:7][C:8]1[CH:15]=[CH:14][C:11]([CH:12]=[O:13])=[CH:10][CH:9]=1, predict the reaction product. The product is: [CH:3]1([CH:12]([C:11]2[CH:14]=[CH:15][C:8]([F:7])=[CH:9][CH:10]=2)[OH:13])[CH2:6][CH2:5][CH2:4]1. (6) Given the reactants [C:1]([N:6]1[C@H:10]([C:11]2[CH:16]=[C:15]([F:17])[C:14]([F:18])=[C:13]([F:19])[CH:12]=2)[CH2:9][CH2:8][C@@H:7]1/[CH:20]=C/C(OCC)=O)(=[O:5])[CH2:2][CH:3]=C.C(N(CC)CC)C, predict the reaction product. The product is: [F:17][C:15]1[CH:16]=[C:11]([C@H:10]2[N:6]3[C@@H:7]([CH:20]=[CH:3][CH2:2][C:1]3=[O:5])[CH2:8][CH2:9]2)[CH:12]=[C:13]([F:19])[C:14]=1[F:18].